Dataset: Peptide-MHC class I binding affinity with 185,985 pairs from IEDB/IMGT. Task: Regression. Given a peptide amino acid sequence and an MHC pseudo amino acid sequence, predict their binding affinity value. This is MHC class I binding data. The peptide sequence is GIVCYNEEV. The MHC is HLA-B15:01 with pseudo-sequence HLA-B15:01. The binding affinity (normalized) is 0.0847.